This data is from Full USPTO retrosynthesis dataset with 1.9M reactions from patents (1976-2016). The task is: Predict the reactants needed to synthesize the given product. Given the product [C:11]1([N:10]2[C:6]([C:2]([OH:1])=[O:21])=[CH:7][C:8]([C:17]([F:20])([F:19])[F:18])=[N:9]2)[CH:16]=[CH:15][CH:14]=[CH:13][CH:12]=1, predict the reactants needed to synthesize it. The reactants are: [O:1]1C=CC=[C:2]1[C:6]1[N:10]([C:11]2[CH:16]=[CH:15][CH:14]=[CH:13][CH:12]=2)[N:9]=[C:8]([C:17]([F:20])([F:19])[F:18])[CH:7]=1.[O-:21][Mn](=O)(=O)=O.[K+].C(O)(C)C.